From a dataset of Drug-target binding data from BindingDB using Kd measurements. Regression. Given a target protein amino acid sequence and a drug SMILES string, predict the binding affinity score between them. We predict pKd (pKd = -log10(Kd in M); higher means stronger binding). Dataset: bindingdb_kd. The compound is c1ccc2[nH]ncc2c1. The target protein (O74036) has sequence MAGEEVKEIDEFEELGFEPATEETPKKKKKEKIIRSIEDLPGVGPATAEKLREAGYDTLEAIAVASPIELKEVAGISEGTALKIIQAARKAANLGTFMRADEYLKKRATIGRISTGSKSLDKLLGGGIETQAITEVFGEFGSGKTQLAHTLAVMVQLPPEEGGLNGSVIWIDTENTFRPERIREIAQNRGLDPDEVLKHIYVARAFNSNHQMLLVQQAEDKIKELLNTDRPVKLLIVDSLTSHFRSEYIGRGALAERQQKLAKHLADLHRLANLYDIAVFVTNQVQARPDAFFGDPTRPIGGHILAHSATLRVYLRKGKGGKRIARLIDAPHLPEGEAVFSITEKGIED. The pKd is 3.0.